Dataset: Reaction yield outcomes from USPTO patents with 853,638 reactions. Task: Predict the reaction yield, written as a fraction of the theoretical maximum amount of product (1.0 means a 100% yield; for example, 0.34 means a 34% yield). (1) The reactants are [Br:1][C:2]1[CH:3]=[CH:4][C:5]2[S:9][C:8]([CH2:10][CH2:11][OH:12])=[CH:7][C:6]=2[CH:13]=1.C(N(CC)CC)C.[S:21](Cl)([C:24]1[CH:30]=[CH:29][C:27]([CH3:28])=[CH:26][CH:25]=1)(=[O:23])=[O:22]. The catalyst is C(Cl)Cl. The product is [CH3:28][C:27]1[CH:29]=[CH:30][C:24]([S:21]([O:12][CH2:11][CH2:10][C:8]2[S:9][C:5]3[CH:4]=[CH:3][C:2]([Br:1])=[CH:13][C:6]=3[CH:7]=2)(=[O:23])=[O:22])=[CH:25][CH:26]=1. The yield is 0.835. (2) The yield is 0.900. The catalyst is ClCCl. The product is [CH3:1][C:2]1[CH:14]=[C:13]([CH:15]([C:17]2[CH:22]=[CH:21][CH:20]=[CH:19][CH:18]=2)[CH3:16])[CH:12]=[CH:11][C:3]=1[C:4]([OH:6])=[O:5]. The reactants are [CH3:1][C:2]1[CH:14]=[C:13]([CH:15]([C:17]2[CH:22]=[CH:21][CH:20]=[CH:19][CH:18]=2)[CH3:16])[CH:12]=[CH:11][C:3]=1[C:4]([O:6]C(C)(C)C)=[O:5].FC(F)(F)C(O)=O. (3) The reactants are [N+:1]([C:4]1[CH:14]=[CH:13][C:7]([O:8][CH2:9][C:10]([OH:12])=[O:11])=[CH:6][CH:5]=1)([O-:3])=[O:2].C(N(CC)CC)C.Cl[CH2:23][C:24]([O:26][CH3:27])=[O:25]. The catalyst is CC(C)=O. The product is [CH3:27][O:26][C:24]([CH2:23][O:11][C:10](=[O:12])[CH2:9][O:8][C:7]1[CH:6]=[CH:5][C:4]([N+:1]([O-:3])=[O:2])=[CH:14][CH:13]=1)=[O:25]. The yield is 0.908. (4) The reactants are C[C:2]1([CH3:10])[O:9][C:7](=[O:8])[CH2:6][C:4](=[O:5])O1.C(Cl)Cl.N1C=CC=CC=1.[Cl:20][C:21]1[CH:26]=[CH:25][C:24]([CH:27](C)[C:28](Cl)=O)=[CH:23][CH:22]=1.Cl.C(O)C. No catalyst specified. The product is [Cl:20][C:21]1[CH:26]=[CH:25][C:24]([CH:27]([CH3:28])[C:4](=[O:5])[CH2:6][C:7]([O:9][CH2:2][CH3:10])=[O:8])=[CH:23][CH:22]=1. The yield is 0.920. (5) The reactants are [CH:1]1[C:9]2[C:8]3[CH:10]=[CH:11][CH:12]=[CH:13][C:7]=3[S:6][C:5]=2[C:4](B(O)O)=[CH:3][CH:2]=1.FC(F)(F)S(O[C:23]1[CH:24]=[CH:25][C:26]2[C:27]3[C:32]([C:33]4[CH:34]=[CH:35][CH:36]=[CH:37][C:38]=4[C:39]=2[CH:40]=1)=[CH:31][C:30]1=[CH:41][C:42]2[C:47]([C:46]4([C:59]5[CH:58]=[CH:57][CH:56]=[CH:55][C:54]=5[C:53]5[C:48]4=[CH:49][CH:50]=[CH:51][CH:52]=5)[CH:45]=[CH:44][CH:43]=2)=[C:29]1[CH:28]=3)(=O)=O.C([O-])([O-])=O.[Na+].[Na+].CCO. The catalyst is [Pd].C1(P(C2C=CC=CC=2)C2C=CC=CC=2)C=CC=CC=1.C1(P(C2C=CC=CC=2)C2C=CC=CC=2)C=CC=CC=1.C1(P(C2C=CC=CC=2)C2C=CC=CC=2)C=CC=CC=1.C1(P(C2C=CC=CC=2)C2C=CC=CC=2)C=CC=CC=1.CO.C1(C)C=CC=CC=1. The yield is 0.470. The product is [CH:34]1[CH:35]=[CH:36][CH:37]=[C:38]2[C:33]=1[C:32]1[C:27]([C:26]3[C:39]2=[CH:40][C:23]([C:4]2[C:5]4[S:6][C:7]5[CH:13]=[CH:12][CH:11]=[CH:10][C:8]=5[C:9]=4[CH:1]=[CH:2][CH:3]=2)=[CH:24][CH:25]=3)=[CH:28][C:29]2=[C:47]3[C:42]([CH:41]=[C:30]2[CH:31]=1)=[CH:43][CH:44]=[CH:45][C:46]13[C:48]2[CH:49]=[CH:50][CH:51]=[CH:52][C:53]=2[C:54]2[C:59]1=[CH:58][CH:57]=[CH:56][CH:55]=2. (6) The reactants are [C:1]([CH:3]1[C:26](=[O:27])[C@@H:25]([CH3:28])[C@@H:6]2[CH2:7][CH2:8][C:9]3[CH:10]=[N:11][C:12]([C:15]4[CH:24]=[CH:23][C:18]([C:19]([O:21][CH3:22])=[O:20])=[CH:17][CH:16]=4)=[N:13][C:14]=3[C@@:5]2([C:29]2[CH:34]=[CH:33][CH:32]=[CH:31][CH:30]=2)[CH2:4]1)#[N:2].BrN1C(C)(C)C(=O)N(Br)C1=O.N1C=CC=CC=1. The catalyst is CN(C)C=O.O. The product is [C:1]([C:3]1[C:26](=[O:27])[C@@H:25]([CH3:28])[C@@H:6]2[CH2:7][CH2:8][C:9]3[CH:10]=[N:11][C:12]([C:15]4[CH:24]=[CH:23][C:18]([C:19]([O:21][CH3:22])=[O:20])=[CH:17][CH:16]=4)=[N:13][C:14]=3[C@@:5]2([C:29]2[CH:34]=[CH:33][CH:32]=[CH:31][CH:30]=2)[CH:4]=1)#[N:2]. The yield is 0.350. (7) The reactants are [F:1][C:2]1[CH:7]=[CH:6][C:5]([N:8]([CH2:26][O:27][CH2:28][CH2:29][Si:30]([CH3:33])([CH3:32])[CH3:31])[C:9]([C:11]2[N:16]=[CH:15][C:14](B3OC(C)(C)C(C)(C)O3)=[CH:13][N:12]=2)=[O:10])=[CH:4][CH:3]=1.FC(F)(F)S(O[C:40](=[CH2:45])[C:41]([O:43][CH3:44])=[O:42])(=O)=O.C(=O)([O-])[O-].[Na+].[Na+]. The catalyst is C1(C)C=CC=CC=1.C1C=CC([P]([Pd]([P](C2C=CC=CC=2)(C2C=CC=CC=2)C2C=CC=CC=2)([P](C2C=CC=CC=2)(C2C=CC=CC=2)C2C=CC=CC=2)[P](C2C=CC=CC=2)(C2C=CC=CC=2)C2C=CC=CC=2)(C2C=CC=CC=2)C2C=CC=CC=2)=CC=1. The product is [F:1][C:2]1[CH:3]=[CH:4][C:5]([N:8]([CH2:26][O:27][CH2:28][CH2:29][Si:30]([CH3:32])([CH3:31])[CH3:33])[C:9]([C:11]2[N:12]=[CH:13][C:14]([C:40](=[CH2:45])[C:41]([O:43][CH3:44])=[O:42])=[CH:15][N:16]=2)=[O:10])=[CH:6][CH:7]=1. The yield is 0.670.